Dataset: Forward reaction prediction with 1.9M reactions from USPTO patents (1976-2016). Task: Predict the product of the given reaction. (1) Given the reactants Cl[C:2]1[C:11]2[CH2:10][CH2:9][CH2:8][CH2:7][C:6]=2[N:5]=[C:4]([NH2:12])[N:3]=1.C(N(CC)CC)C.[CH:20]1([CH2:26][NH2:27])[CH2:25][CH2:24][CH2:23][CH2:22][CH2:21]1, predict the reaction product. The product is: [NH2:12][C:4]1[N:3]=[C:2]([NH:27][CH2:26][CH:20]2[CH2:25][CH2:24][CH2:23][CH2:22][CH2:21]2)[C:11]2[CH2:10][CH2:9][CH2:8][CH2:7][C:6]=2[N:5]=1. (2) The product is: [ClH:30].[F:1][C:2]1[CH:27]=[C:26]([F:28])[C:25]([F:29])=[CH:24][C:3]=1[CH2:4][C@@H:5]([NH2:23])[CH2:6][C:7]1[N:15]2[C:10]([C:11]3[N:12]([N:16]=[C:17]([C:19]([F:22])([F:21])[F:20])[N:18]=3)[CH2:13][CH2:14]2)=[N:9][N:8]=1. Given the reactants [F:1][C:2]1[CH:27]=[C:26]([F:28])[C:25]([F:29])=[CH:24][C:3]=1[CH2:4][C@@H:5]([NH2:23])[CH2:6][C:7]1[N:15]2[C:10]([C:11]3[N:12]([N:16]=[C:17]([C:19]([F:22])([F:21])[F:20])[N:18]=3)[CH2:13][CH2:14]2)=[N:9][N:8]=1.[ClH:30], predict the reaction product.